Dataset: Catalyst prediction with 721,799 reactions and 888 catalyst types from USPTO. Task: Predict which catalyst facilitates the given reaction. (1) Reactant: [N+:1]([O-:4])(O)=[O:2].[Br:5][C:6]1[CH:11]=[CH:10][C:9]([CH3:12])=[CH:8][C:7]=1[F:13]. Product: [Br:5][C:6]1[CH:11]=[C:10]([N+:1]([O-:4])=[O:2])[C:9]([CH3:12])=[CH:8][C:7]=1[F:13]. The catalyst class is: 82. (2) Reactant: [CH3:1][N:2]([CH2:11][C:12]1[CH:13]=[C:14]([C:18]2[CH:23]=[CH:22][C:21]([CH:24]=[C:25]([C:31]([O:33][CH2:34][CH3:35])=[O:32])[C:26]([O:28][CH2:29][CH3:30])=[O:27])=[CH:20][CH:19]=2)[CH:15]=[CH:16][CH:17]=1)[C:3]([C:5]1[CH:10]=[CH:9][CH:8]=[CH:7][CH:6]=1)=[O:4].C1COCC1. Product: [CH3:1][N:2]([CH2:11][C:12]1[CH:13]=[C:14]([C:18]2[CH:19]=[CH:20][C:21]([CH2:24][CH:25]([C:31]([O:33][CH2:34][CH3:35])=[O:32])[C:26]([O:28][CH2:29][CH3:30])=[O:27])=[CH:22][CH:23]=2)[CH:15]=[CH:16][CH:17]=1)[C:3]([C:5]1[CH:6]=[CH:7][CH:8]=[CH:9][CH:10]=1)=[O:4]. The catalyst class is: 5. (3) The catalyst class is: 9. Reactant: [H-].[Na+].[Br:3][C:4]1[CH:5]=[C:6]([C:13]#[N:14])[C:7]2[CH:8]=[N:9][NH:10][C:11]=2[CH:12]=1.[C:15]1([CH3:25])[CH:20]=[CH:19][C:18]([S:21](Cl)(=[O:23])=[O:22])=[CH:17][CH:16]=1.O. Product: [Br:3][C:4]1[CH:5]=[C:6]([C:13]#[N:14])[C:7]2[CH:8]=[N:9][N:10]([S:21]([C:18]3[CH:19]=[CH:20][C:15]([CH3:25])=[CH:16][CH:17]=3)(=[O:23])=[O:22])[C:11]=2[CH:12]=1.